Task: Predict which catalyst facilitates the given reaction.. Dataset: Catalyst prediction with 721,799 reactions and 888 catalyst types from USPTO Reactant: [Cl:1][C:2]1[N:10]=[C:9]([Cl:11])[C:8]([F:12])=[CH:7][C:3]=1[C:4]([OH:6])=[O:5].[C:13]1(C)C=CC=C[CH:14]=1. Product: [CH2:13]([O:5][C:4](=[O:6])[C:3]1[CH:7]=[C:8]([F:12])[C:9]([Cl:11])=[N:10][C:2]=1[Cl:1])[CH3:14]. The catalyst class is: 309.